From a dataset of Peptide-MHC class II binding affinity with 134,281 pairs from IEDB. Regression. Given a peptide amino acid sequence and an MHC pseudo amino acid sequence, predict their binding affinity value. This is MHC class II binding data. (1) The peptide sequence is EKKYFHATQFEPLAA. The MHC is HLA-DPA10103-DPB10401 with pseudo-sequence HLA-DPA10103-DPB10401. The binding affinity (normalized) is 0.997. (2) The peptide sequence is LSEMQEAIVKEAMRK. The binding affinity (normalized) is 0.433. The MHC is DRB1_0101 with pseudo-sequence DRB1_0101. (3) The peptide sequence is AAFNNAIKAGTGGAY. The binding affinity (normalized) is 0.143. The MHC is HLA-DPA10103-DPB10301 with pseudo-sequence HLA-DPA10103-DPB10301. (4) The binding affinity (normalized) is 0. The peptide sequence is ERMSRLSKVAPVIKA. The MHC is HLA-DQA10301-DQB10302 with pseudo-sequence HLA-DQA10301-DQB10302. (5) The peptide sequence is TQAFSAHGSGREVID. The MHC is DRB1_1101 with pseudo-sequence DRB1_1101. The binding affinity (normalized) is 0.454. (6) The peptide sequence is YHFDLSGHAFGAMAKKGDEQ. The MHC is HLA-DQA10101-DQB10501 with pseudo-sequence HLA-DQA10101-DQB10501. The binding affinity (normalized) is 0.132. (7) The peptide sequence is SSKAATAKAPGLVPK. The MHC is DRB1_1501 with pseudo-sequence DRB1_1501. The binding affinity (normalized) is 0.221.